From a dataset of Peptide-MHC class I binding affinity with 185,985 pairs from IEDB/IMGT. Regression. Given a peptide amino acid sequence and an MHC pseudo amino acid sequence, predict their binding affinity value. This is MHC class I binding data. (1) The peptide sequence is PVLSLRMPK. The MHC is HLA-A03:01 with pseudo-sequence HLA-A03:01. The binding affinity (normalized) is 0.513. (2) The peptide sequence is FARERRLAL. The MHC is HLA-B08:01 with pseudo-sequence HLA-B08:01. The binding affinity (normalized) is 0.834. (3) The peptide sequence is KIKQDVRDK. The MHC is HLA-A11:01 with pseudo-sequence HLA-A11:01. The binding affinity (normalized) is 0.0823. (4) The peptide sequence is AVLSEYETMV. The MHC is HLA-A02:01 with pseudo-sequence HLA-A02:01. The binding affinity (normalized) is 0.790. (5) The peptide sequence is KIISEIGQL. The MHC is HLA-B44:02 with pseudo-sequence HLA-B44:02. The binding affinity (normalized) is 0.0847. (6) The peptide sequence is KTFPPTEPK. The MHC is HLA-A31:01 with pseudo-sequence HLA-A31:01. The binding affinity (normalized) is 0.596. (7) The peptide sequence is KASLIEVKTC. The MHC is HLA-B57:01 with pseudo-sequence HLA-B57:01. The binding affinity (normalized) is 0.490. (8) The peptide sequence is FLKSGAVVK. The MHC is HLA-A68:01 with pseudo-sequence HLA-A68:01. The binding affinity (normalized) is 0.651.